Predict the reactants needed to synthesize the given product. From a dataset of Retrosynthesis with 50K atom-mapped reactions and 10 reaction types from USPTO. Given the product O=C(NC(Cc1cc(=O)[nH]c2ccccc12)C(=O)OCCBr)c1ccc(Cl)cc1, predict the reactants needed to synthesize it. The reactants are: O=C(NC(Cc1cc(=O)[nH]c2ccccc12)C(=O)O)c1ccc(Cl)cc1.OCCBr.